This data is from Full USPTO retrosynthesis dataset with 1.9M reactions from patents (1976-2016). The task is: Predict the reactants needed to synthesize the given product. (1) Given the product [Cl:14][C:15]1[CH:16]=[C:17]2[C:21](=[CH:22][CH:23]=1)[NH:20][C:19](=[O:24])[C:18]2([C:2]1[CH:3]=[C:4]([CH2:10][N:11]([CH3:13])[CH3:12])[CH:5]=[CH:6][C:7]=1[O:8][CH3:9])[OH:25], predict the reactants needed to synthesize it. The reactants are: Br[C:2]1[CH:3]=[C:4]([CH2:10][N:11]([CH3:13])[CH3:12])[CH:5]=[CH:6][C:7]=1[O:8][CH3:9].[Cl:14][C:15]1[CH:16]=[C:17]2[C:21](=[CH:22][CH:23]=1)[NH:20][C:19](=[O:24])[C:18]2=[O:25]. (2) Given the product [CH3:18][N:4]([C:5]1[CH:14]=[CH:13][C:12]2[C:11](=[O:15])[CH2:10][CH2:9][CH2:8][C:7]=2[CH:6]=1)[C:1](=[O:3])[CH3:2], predict the reactants needed to synthesize it. The reactants are: [C:1]([NH:4][C:5]1[CH:6]=[C:7]2[C:12](=[CH:13][CH:14]=1)[C:11](=[O:15])[CH2:10][CH2:9][CH2:8]2)(=[O:3])[CH3:2].[H-].[Na+].[CH3:18]I.O. (3) Given the product [NH2:11][S:8]([C:3]1[S:4][C:5]([Cl:7])=[CH:6][C:2]=1[NH:1][C:42]([C:33]1[C:32](=[O:47])[N:31]([CH2:24][C:25]2[CH:30]=[CH:29][CH:28]=[CH:27][CH:26]=2)[C:40]2[C:35]([C:34]=1[OH:41])=[CH:36][CH:37]=[CH:38][CH:39]=2)=[O:43])(=[O:9])=[O:10], predict the reactants needed to synthesize it. The reactants are: [NH2:1][C:2]1[CH:6]=[C:5]([Cl:7])[S:4][C:3]=1[S:8]([NH2:11])(=[O:10])=[O:9].NC1C=CC(Br)=CC=1S(N)(=O)=O.[CH2:24]([N:31]1[C:40]2[C:35](=[CH:36][CH:37]=[CH:38][CH:39]=2)[C:34]([OH:41])=[C:33]([C:42](OCC)=[O:43])[C:32]1=[O:47])[C:25]1[CH:30]=[CH:29][CH:28]=[CH:27][CH:26]=1. (4) Given the product [CH2:13]([O:12][C:10]1[CH:11]=[C:6]([N:26]([CH2:27][CH2:28][CH3:29])[CH2:23][CH2:24][CH3:25])[N:7]=[CH:8][N:9]=1)[C:14]#[C:15][CH3:16], predict the reactants needed to synthesize it. The reactants are: CS(C)=O.Cl[C:6]1[CH:11]=[C:10]([O:12][CH2:13][C:14]#[C:15][CH3:16])[N:9]=[CH:8][N:7]=1.C(=O)([O-])[O-].[K+].[K+].[CH2:23]([NH:26][CH2:27][CH2:28][CH3:29])[CH2:24][CH3:25]. (5) Given the product [Cl:1][C:2]1[CH:3]=[CH:4][C:5]([C:8]2([C:11]([NH:24][CH2:23][CH2:22][C:19]3[CH:20]=[CH:21][C:16]([O:15][CH3:14])=[CH:17][CH:18]=3)=[O:13])[CH2:9][CH2:10]2)=[CH:6][CH:7]=1, predict the reactants needed to synthesize it. The reactants are: [Cl:1][C:2]1[CH:7]=[CH:6][C:5]([C:8]2([C:11]([OH:13])=O)[CH2:10][CH2:9]2)=[CH:4][CH:3]=1.[CH3:14][O:15][C:16]1[CH:21]=[CH:20][C:19]([CH2:22][CH2:23][NH2:24])=[CH:18][CH:17]=1.Cl.C(N=C=NCCCN(C)C)C. (6) Given the product [S:13]1[C:5]2[CH2:4][NH:3][CH2:9][CH2:8][C:7](=[O:10])[C:6]=2[CH:11]=[CH:12]1, predict the reactants needed to synthesize it. The reactants are: C([N:3]1[CH2:9][CH2:8][C:7](=[O:10])[C:6]2[CH:11]=[CH:12][S:13][C:5]=2[CH2:4]1)=O.O. (7) Given the product [ClH:34].[CH:24]([C:21]1[CH:22]=[CH:23][C:18]([CH:17]2[C:11]3([CH2:10][CH2:9][NH:8][CH2:13][CH2:12]3)[O:14][C:15]3[C:30]([CH3:31])=[C:29]([CH3:32])[CH:28]=[C:27]([CH3:33])[C:16]2=3)=[CH:19][CH:20]=1)([CH3:26])[CH3:25], predict the reactants needed to synthesize it. The reactants are: C([N:8]1[CH2:13][CH2:12][C:11]2([CH:17]([C:18]3[CH:23]=[CH:22][C:21]([CH:24]([CH3:26])[CH3:25])=[CH:20][CH:19]=3)[C:16]3[C:27]([CH3:33])=[CH:28][C:29]([CH3:32])=[C:30]([CH3:31])[C:15]=3[O:14]2)[CH2:10][CH2:9]1)C1C=CC=CC=1.[Cl:34]C(OC(Cl)C)=O.